From a dataset of Merck oncology drug combination screen with 23,052 pairs across 39 cell lines. Regression. Given two drug SMILES strings and cell line genomic features, predict the synergy score measuring deviation from expected non-interaction effect. Drug 1: COC1=C2CC(C)CC(OC)C(O)C(C)C=C(C)C(OC(N)=O)C(OC)C=CC=C(C)C(=O)NC(=CC1=O)C2=O. Synergy scores: synergy=68.5. Drug 2: CCc1c2c(nc3ccc(O)cc13)-c1cc3c(c(=O)n1C2)COC(=O)C3(O)CC. Cell line: OVCAR3.